From a dataset of Full USPTO retrosynthesis dataset with 1.9M reactions from patents (1976-2016). Predict the reactants needed to synthesize the given product. (1) Given the product [CH3:1][O:2][C:3](=[O:21])[C@@H:4]([NH:13][C:14]([O:16][C:17]([CH3:20])([CH3:19])[CH3:18])=[O:15])[CH2:5][C:6]1[CH:11]=[CH:10][C:9]([C:27]2[CH:28]=[CH:29][C:24]([C:22]#[N:23])=[CH:25][CH:26]=2)=[CH:8][CH:7]=1, predict the reactants needed to synthesize it. The reactants are: [CH3:1][O:2][C:3](=[O:21])[C@@H:4]([NH:13][C:14]([O:16][C:17]([CH3:20])([CH3:19])[CH3:18])=[O:15])[CH2:5][C:6]1[CH:11]=[CH:10][C:9](Br)=[CH:8][CH:7]=1.[C:22]([C:24]1[CH:29]=[CH:28][C:27](B(O)O)=[CH:26][CH:25]=1)#[N:23].C([O-])([O-])=O.[Na+].[Na+]. (2) Given the product [O:31]=[C:25]1[CH:24]([N:17]2[C:16](=[O:32])[C:15]3[C:19](=[CH:20][CH:21]=[CH:22][C:14]=3[CH2:13][NH:12][C:8]([NH:7][C:2]3[CH:3]=[CH:4][CH:5]=[CH:6][C:1]=3[CH3:10])=[O:9])[C:18]2=[O:23])[CH2:29][CH2:28][C:27](=[O:30])[NH:26]1, predict the reactants needed to synthesize it. The reactants are: [C:1]1([CH3:10])[C:2]([N:7]=[C:8]=[O:9])=[CH:3][CH:4]=[CH:5][CH:6]=1.Cl.[NH2:12][CH2:13][C:14]1[CH:22]=[CH:21][CH:20]=[C:19]2[C:15]=1[C:16](=[O:32])[N:17]([CH:24]1[CH2:29][CH2:28][C:27](=[O:30])[NH:26][C:25]1=[O:31])[C:18]2=[O:23].C(N(CC)CC)C. (3) Given the product [F:1][C:2]1[CH:7]=[CH:6][C:5]([C:8]2[N:9]=[C:10]3[CH:15]=[CH:14][C:13]([N:39]4[CH2:43][CH2:42][CH2:41][CH2:40]4)=[N:12][N:11]3[C:20]=2[C:21]2[CH:22]=[CH:23][C:24]3[N:25]([CH:27]=[C:28]([NH:30][C:31](=[O:38])[C:32]4[CH:37]=[CH:36][N:35]=[CH:34][CH:33]=4)[N:29]=3)[N:26]=2)=[CH:4][CH:3]=1, predict the reactants needed to synthesize it. The reactants are: [F:1][C:2]1[CH:7]=[CH:6][C:5]([C:8]2[N:9]=[C:10]3[CH:15]=[CH:14][C:13](S(C)(=O)=O)=[N:12][N:11]3[C:20]=2[C:21]2[CH:22]=[CH:23][C:24]3[N:25]([CH:27]=[C:28]([NH:30][C:31](=[O:38])[C:32]4[CH:37]=[CH:36][N:35]=[CH:34][CH:33]=4)[N:29]=3)[N:26]=2)=[CH:4][CH:3]=1.[NH:39]1[CH2:43][CH2:42][CH2:41][CH2:40]1. (4) The reactants are: [CH3:1][O:2][C:3]1[CH:4]=[C:5]([CH:16]=[CH:17][C:18]=1[O:19][CH2:20][C:21]1[N:22]=[C:23]([C:27]2[CH:32]=[CH:31][CH:30]=[CH:29][CH:28]=2)[O:24][C:25]=1[CH3:26])[CH2:6][O:7][C:8]1[C:12]([CH2:13][OH:14])=[CH:11][N:10]([CH3:15])[N:9]=1. Given the product [CH3:1][O:2][C:3]1[CH:4]=[C:5]([CH:16]=[CH:17][C:18]=1[O:19][CH2:20][C:21]1[N:22]=[C:23]([C:27]2[CH:28]=[CH:29][CH:30]=[CH:31][CH:32]=2)[O:24][C:25]=1[CH3:26])[CH2:6][O:7][C:8]1[C:12]([CH:13]=[O:14])=[CH:11][N:10]([CH3:15])[N:9]=1, predict the reactants needed to synthesize it.